This data is from Full USPTO retrosynthesis dataset with 1.9M reactions from patents (1976-2016). The task is: Predict the reactants needed to synthesize the given product. (1) Given the product [C:1]([O:5][C:6]([N:8]1[CH2:13][CH2:12][N:11]([C:14]2[CH:15]=[CH:16][C:17]([C:20]3[O:24][C:23]([C:25]4[CH:33]=[CH:32][C:31]([C:34]([F:36])([F:35])[F:37])=[C:30]5[C:26]=4[CH:27]=[CH:28][NH:29]5)=[N:22][C:21]=3[C:38](=[O:39])[NH2:45])=[CH:18][CH:19]=2)[CH2:10][C:9]1([CH3:41])[CH3:42])=[O:7])([CH3:3])([CH3:2])[CH3:4], predict the reactants needed to synthesize it. The reactants are: [C:1]([O:5][C:6]([N:8]1[CH2:13][CH2:12][N:11]([C:14]2[CH:19]=[CH:18][C:17]([C:20]3[O:24][C:23]([C:25]4[CH:33]=[CH:32][C:31]([C:34]([F:37])([F:36])[F:35])=[C:30]5[C:26]=4[CH:27]=[CH:28][NH:29]5)=[N:22][C:21]=3[C:38](O)=[O:39])=[CH:16][CH:15]=2)[CH2:10][C:9]1([CH3:42])[CH3:41])=[O:7])([CH3:4])([CH3:3])[CH3:2].CC[N:45]=C=NCCCN(C)C.Cl.C1C=CC2N(O)N=NC=2C=1. (2) Given the product [C:1]([O:5][C:6]([C:8]1[C:9]([C:14]2[CH:19]=[CH:18][C:17]([CH2:20][N:26]3[C:22](=[O:32])[C:23]4[C:24](=[CH:28][CH:29]=[CH:30][CH:31]=4)[C:25]3=[O:27])=[CH:16][CH:15]=2)=[CH:10][CH:11]=[CH:12][CH:13]=1)=[O:7])([CH3:4])([CH3:3])[CH3:2], predict the reactants needed to synthesize it. The reactants are: [C:1]([O:5][C:6]([C:8]1[C:9]([C:14]2[CH:19]=[CH:18][C:17]([CH2:20]Br)=[CH:16][CH:15]=2)=[CH:10][CH:11]=[CH:12][CH:13]=1)=[O:7])([CH3:4])([CH3:3])[CH3:2].[C:22]1(=[O:32])[NH:26][C:25](=[O:27])[C:24]2=[CH:28][CH:29]=[CH:30][CH:31]=[C:23]12.[K].